This data is from Catalyst prediction with 721,799 reactions and 888 catalyst types from USPTO. The task is: Predict which catalyst facilitates the given reaction. (1) Reactant: O.Cl.[NH2:3][CH2:4][C:5]1[CH:10]=[CH:9][C:8]([S:11]([NH2:14])(=[O:13])=[O:12])=[CH:7][CH:6]=1.C(N(CC)CC)C.[C:22](OC(OC(O[C:22]([CH3:25])([CH3:24])[CH3:23])=O)=O)([CH3:25])([CH3:24])[CH3:23]. Product: [C:22]([NH:3][CH2:4][C:5]1[CH:6]=[CH:7][C:8]([S:11]([NH2:14])(=[O:12])=[O:13])=[CH:9][CH:10]=1)([CH3:25])([CH3:24])[CH3:23]. The catalyst class is: 12. (2) Reactant: [CH3:1][C:2]([O:7][C:8]1[CH:13]=[CH:12][CH:11]=[CH:10][CH:9]=1)([CH3:6])[C:3]([NH2:5])=O.C(N(CC)CC)C.FC(F)(F)C(OC(=O)C(F)(F)F)=O. Product: [CH3:6][C:2]([O:7][C:8]1[CH:13]=[CH:12][CH:11]=[CH:10][CH:9]=1)([CH3:1])[C:3]#[N:5]. The catalyst class is: 2. (3) Reactant: [NH2:1][C:2]1[CH:10]=[C:9]2[C:5]([CH2:6][O:7][C:8]2=[C:11]2[C:19]3[C:14](=[CH:15][CH:16]=[CH:17][CH:18]=3)[NH:13][C:12]2=[O:20])=[CH:4][CH:3]=1.C(N(CC)CC)C.[C:28](O[C:28]([O:30][C:31]([CH3:34])([CH3:33])[CH3:32])=[O:29])([O:30][C:31]([CH3:34])([CH3:33])[CH3:32])=[O:29].C1COCC1. Product: [C:31]([O:30][C:28](=[O:29])[NH:1][C:2]1[CH:10]=[C:9]2[C:5](=[CH:4][CH:3]=1)[CH2:6][O:7][C:8]2=[C:11]1[C:19]2[C:14](=[CH:15][CH:16]=[CH:17][CH:18]=2)[NH:13][C:12]1=[O:20])([CH3:34])([CH3:33])[CH3:32]. The catalyst class is: 5. (4) Reactant: CC1(C)C(C)(C)OB([C:9]2[CH:32]=[CH:31][C:30]3[C:29]4[C:24](=[CH:25][CH:26]=[CH:27][CH:28]=4)[C:23]4[C:18](=[CH:19][CH:20]=[CH:21][CH:22]=4)[C:17]4[C:12](=[CH:13][CH:14]=[CH:15][CH:16]=4)[C:11]=3[CH:10]=2)O1.Br[C:35]1[CH:40]=[CH:39][CH:38]=[CH:37][C:36]=1[N+:41]([O-:43])=[O:42].C([O-])([O-])=O.[K+].[K+].O. The catalyst class is: 335. Product: [N+:41]([C:36]1[CH:37]=[CH:38][CH:39]=[CH:40][C:35]=1[C:26]1[CH:27]=[CH:28][C:29]2[C:30]3[C:11](=[CH:10][CH:9]=[CH:32][CH:31]=3)[C:12]3[C:17](=[CH:16][CH:15]=[CH:14][CH:13]=3)[C:18]3[C:23](=[CH:22][CH:21]=[CH:20][CH:19]=3)[C:24]=2[CH:25]=1)([O-:43])=[O:42]. (5) Reactant: [CH3:1][NH:2][C:3]1[C:10]([N+:11]([O-])=O)=[CH:9][C:6]([C:7]#[N:8])=[C:5]([N:14]2[CH2:19][CH2:18][CH:17]([C:20]([F:23])([F:22])[F:21])[CH2:16][CH2:15]2)[CH:4]=1.CCOC(C)=O. Product: [NH2:11][C:10]1[C:3]([NH:2][CH3:1])=[CH:4][C:5]([N:14]2[CH2:19][CH2:18][CH:17]([C:20]([F:21])([F:22])[F:23])[CH2:16][CH2:15]2)=[C:6]([CH:9]=1)[C:7]#[N:8]. The catalyst class is: 256. (6) Reactant: [F:1][C:2]1[CH:3]=[CH:4][C:5]([C:28]([F:31])([F:30])[F:29])=[C:6]([C:8]2([S:15]([C:18]3[CH:23]=[CH:22][C:21]([C:24]([F:27])([F:26])[F:25])=[CH:20][CH:19]=3)(=[O:17])=[O:16])[CH2:13][CH2:12][CH:11](O)[CH2:10][CH2:9]2)[CH:7]=1.[F:32][C:33]([F:39])([F:38])[S:34]([NH2:37])(=[O:36])=[O:35].C1(P(C2C=CC=CC=2)C2C=CC=CC=2)C=CC=CC=1.CC(OC(/N=N/C(OC(C)C)=O)=O)C. Product: [F:32][C:33]([F:39])([F:38])[S:34]([NH:37][CH:11]1[CH2:12][CH2:13][C:8]([C:6]2[CH:7]=[C:2]([F:1])[CH:3]=[CH:4][C:5]=2[C:28]([F:31])([F:30])[F:29])([S:15]([C:18]2[CH:23]=[CH:22][C:21]([C:24]([F:27])([F:26])[F:25])=[CH:20][CH:19]=2)(=[O:17])=[O:16])[CH2:9][CH2:10]1)(=[O:36])=[O:35]. The catalyst class is: 1. (7) Reactant: [C:1]([O:5][C:6]([N:8]1[CH2:13][CH2:12][CH:11]([OH:14])[CH2:10][CH2:9]1)=[O:7])([CH3:4])([CH3:3])[CH3:2].C(C=P(CCCC)(CCCC)CCCC)#N.[Cl:31][C:32]1[C:33](O)=[CH:34][C:35]([O:42][CH3:43])=[C:36]([CH:41]=1)[C:37]([O:39][CH3:40])=[O:38].[Cl-].[Na+]. Product: [Cl:31][C:32]1[CH:41]=[C:36]([C:37]([O:39][CH3:40])=[O:38])[C:35]([O:42][CH3:43])=[CH:34][C:33]=1[O:14][CH:11]1[CH2:12][CH2:13][N:8]([C:6]([O:5][C:1]([CH3:4])([CH3:2])[CH3:3])=[O:7])[CH2:9][CH2:10]1. The catalyst class is: 11.